Dataset: Full USPTO retrosynthesis dataset with 1.9M reactions from patents (1976-2016). Task: Predict the reactants needed to synthesize the given product. (1) Given the product [C:1]([CH2:3][C:4]1[C:8]2[CH:9]=[N:10][C:11]([NH:13][C:14]([NH:16][C@@H:17]([C:19]3[CH:20]=[CH:21][CH:22]=[CH:23][CH:24]=3)[CH3:18])=[O:15])=[CH:12][C:7]=2[NH:6][N:5]=1)#[N:2], predict the reactants needed to synthesize it. The reactants are: [C:1]([CH2:3][C:4]1[C:8]2[CH:9]=[N:10][C:11]([NH:13][C:14]([NH:16][C@@H:17]([C:19]3[CH:24]=[CH:23][CH:22]=[CH:21][CH:20]=3)[CH3:18])=[O:15])=[CH:12][C:7]=2[N:6](C(C2C=CC=CC=2)(C2C=CC=CC=2)C2C=CC=CC=2)[N:5]=1)#[N:2].C(O)(C(F)(F)F)=O. (2) Given the product [Cl:1][CH:36]([C:37]1[CH:42]=[CH:41][C:40]([S:43]([C:46]2[CH:51]=[CH:50][CH:49]=[CH:48][CH:47]=2)(=[O:45])=[O:44])=[CH:39][N:38]=1)[CH2:35][C:29]1[CH:30]=[CH:31][C:32]([F:34])=[CH:33][C:28]=1[F:27], predict the reactants needed to synthesize it. The reactants are: [Cl:1]C1C(S(C2C=CC=CC=2)(=O)=O)=CC=C(CCC2C=CC(F)=CC=2F)N=1.[F:27][C:28]1[CH:33]=[C:32]([F:34])[CH:31]=[CH:30][C:29]=1[CH2:35][CH2:36][C:37]1[CH:42]=[CH:41][C:40]([S:43]([C:46]2[CH:51]=[CH:50][CH:49]=[CH:48][CH:47]=2)(=[O:45])=[O:44])=[CH:39][N+:38]=1[O-]. (3) Given the product [C:1]([Si:5]([C:40]1[CH:45]=[CH:44][CH:43]=[CH:42][CH:41]=1)([C:34]1[CH:39]=[CH:38][CH:37]=[CH:36][CH:35]=1)[O:6][CH2:7][CH2:8][C:9]1[C:17]2[C:16]([Cl:18])=[N:15][C:14]([NH2:19])=[N:13][C:12]=2[N:11]([CH2:23][C:24]2[C:29]([CH3:30])=[C:28]([O:31][CH3:32])[C:27]([CH3:33])=[CH:26][N:25]=2)[CH:10]=1)([CH3:4])([CH3:2])[CH3:3], predict the reactants needed to synthesize it. The reactants are: [C:1]([Si:5]([C:40]1[CH:45]=[CH:44][CH:43]=[CH:42][CH:41]=1)([C:34]1[CH:39]=[CH:38][CH:37]=[CH:36][CH:35]=1)[O:6][CH2:7][CH2:8][C:9]1[C:17]2[C:16]([Cl:18])=[N:15][C:14]([NH:19]C(=O)C)=[N:13][C:12]=2[N:11]([CH2:23][C:24]2[C:29]([CH3:30])=[C:28]([O:31][CH3:32])[C:27]([CH3:33])=[CH:26][N:25]=2)[CH:10]=1)([CH3:4])([CH3:3])[CH3:2].[OH-].[Na+].CCOC(C)=O.CCCCCC. (4) Given the product [Cl:1][C:2]1[CH:25]=[CH:24][C:5]([CH2:6][N:7]2[C:15]3[C:10](=[CH:11][C:12](/[CH:16]=[C:17]4/[C:18](=[O:23])[N:19]([CH2:35][CH2:34][N:33]([CH2:32][CH2:31][OH:30])[CH:37]([CH3:39])[CH3:38])[C:20](=[O:22])[S:21]/4)=[CH:13][CH:14]=3)[CH:9]=[N:8]2)=[C:4]([C:26]([F:27])([F:29])[F:28])[CH:3]=1, predict the reactants needed to synthesize it. The reactants are: [Cl:1][C:2]1[CH:25]=[CH:24][C:5]([CH2:6][N:7]2[C:15]3[C:10](=[CH:11][C:12](/[CH:16]=[C:17]4/[C:18](=[O:23])[NH:19][C:20](=[O:22])[S:21]/4)=[CH:13][CH:14]=3)[CH:9]=[N:8]2)=[C:4]([C:26]([F:29])([F:28])[F:27])[CH:3]=1.[OH:30][CH2:31][CH2:32][N:33]([CH:37]([CH3:39])[CH3:38])[CH2:34][CH2:35]O. (5) The reactants are: [CH3:1][C:2]1[O:6][N:5]=[C:4]([C:7]2[N:12]=[C:11]([NH:13]C(=O)C(C)(C)C)[CH:10]=[CH:9][CH:8]=2)[CH:3]=1. Given the product [CH3:1][C:2]1[O:6][N:5]=[C:4]([C:7]2[N:12]=[C:11]([NH2:13])[CH:10]=[CH:9][CH:8]=2)[CH:3]=1, predict the reactants needed to synthesize it.